From a dataset of Full USPTO retrosynthesis dataset with 1.9M reactions from patents (1976-2016). Predict the reactants needed to synthesize the given product. (1) Given the product [C:21]([O:24][CH2:8][C:7]1[CH:6]=[CH:5][C:4]([C:10](=[O:11])[C:12]2[CH:17]=[CH:16][C:15]([O:18][CH2:19][CH3:20])=[CH:14][CH:13]=2)=[CH:3][C:2]=1[Br:1])(=[O:23])[CH3:22], predict the reactants needed to synthesize it. The reactants are: [Br:1][C:2]1[CH:3]=[C:4]([C:10]([C:12]2[CH:17]=[CH:16][C:15]([O:18][CH2:19][CH3:20])=[CH:14][CH:13]=2)=[O:11])[CH:5]=[CH:6][C:7]=1[CH2:8]Br.[C:21]([O-:24])(=[O:23])[CH3:22].[Na+]. (2) Given the product [O:5]=[C:6]1[NH:11][C@H:10]([C:12]([O:14][CH3:15])=[O:13])[CH2:9][CH2:8][CH2:7]1, predict the reactants needed to synthesize it. The reactants are: S(Cl)(Cl)=O.[O:5]=[C:6]1[NH:11][C@H:10]([C:12]([OH:14])=[O:13])[CH2:9][CH2:8][CH2:7]1.[CH3:15]O. (3) Given the product [F:1][C:2]1[CH:10]=[CH:9][C:5]([C:6]([N:27]2[CH2:28][CH2:29][CH2:30][CH:25]([C:22]3[N:21]=[C:20]([C:17]4[CH:18]=[CH:19][C:14]([F:13])=[CH:15][CH:16]=4)[O:24][N:23]=3)[CH2:26]2)=[O:8])=[C:4]([CH3:11])[CH:3]=1, predict the reactants needed to synthesize it. The reactants are: [F:1][C:2]1[CH:10]=[CH:9][C:5]([C:6]([OH:8])=O)=[C:4]([CH3:11])[CH:3]=1.Cl.[F:13][C:14]1[CH:19]=[CH:18][C:17]([C:20]2[O:24][N:23]=[C:22]([CH:25]3[CH2:30][CH2:29][CH2:28][NH:27][CH2:26]3)[N:21]=2)=[CH:16][CH:15]=1. (4) The reactants are: C[C:2]1[CH:6]=[C:5]([N:7]2[CH2:11][CH2:10][N:9](CCOC3C=CC=CC=3)[C:8]2=O)SC=1C(O)=O.[F:25][C:26]1[CH:47]=[CH:46][C:29]([CH2:30][N:31]2[CH2:35][CH2:34][N:33]([C:36]3[S:40][C:39]([C:41]([OH:43])=O)=[C:38]([CH3:44])[CH:37]=3)[C:32]2=[O:45])=[CH:28][CH:27]=1.CN1C=CC=C1CN. Given the product [F:25][C:26]1[CH:47]=[CH:46][C:29]([CH2:30][N:31]2[CH2:35][CH2:34][N:33]([C:36]3[S:40][C:39]([C:41]([NH:9][CH2:10][C:11]4[N:7]([CH3:8])[CH:5]=[CH:6][CH:2]=4)=[O:43])=[C:38]([CH3:44])[CH:37]=3)[C:32]2=[O:45])=[CH:28][CH:27]=1, predict the reactants needed to synthesize it. (5) Given the product [CH3:33][O:32][C:30](=[O:31])[C:29]1[CH:34]=[CH:35][CH:36]=[C:27]([C:25]2[C:12]3[C:11](=[CH:10][C:9]([O:8][CH2:6][CH3:7])=[C:17]4[O:16][C:15]([CH3:19])([CH3:18])[CH2:14][C:13]4=3)[CH2:20][C:21]([CH3:23])([CH3:22])[N:26]=2)[CH:28]=1, predict the reactants needed to synthesize it. The reactants are: S(=O)(=O)(O)O.[CH2:6]([O:8][C:9]1[C:17]2[O:16][C:15]([CH3:19])([CH3:18])[CH2:14][C:13]=2[CH:12]=[C:11]([CH:20](O)[CH:21]([CH3:23])[CH3:22])[CH:10]=1)[CH3:7].[C:25]([C:27]1[CH:28]=[C:29]([CH:34]=[CH:35][CH:36]=1)[C:30]([O:32][CH3:33])=[O:31])#[N:26].C(O)(=O)C. (6) Given the product [C:11]([C:10]1[CH:13]=[C:6]([C@H:3]([N:2]2[C:32]3[C:25](=[C:26]([C:34]#[N:35])[C:27]([C:28]#[N:29])=[CH:30][CH:31]=3)[CH:23]=[CH:24]2)[CH2:4][CH3:5])[CH:7]=[N:8][CH:9]=1)#[N:12], predict the reactants needed to synthesize it. The reactants are: Cl.[NH2:2][C@@H:3]([C:6]1[CH:7]=[N:8][CH:9]=[C:10]([CH:13]=1)[C:11]#[N:12])[CH2:4][CH3:5].CCN(C(C)C)C(C)C.[C:23]([C:25]1[C:32](F)=[CH:31][CH:30]=[C:27]([C:28]#[N:29])[C:26]=1[C:34]#[N:35])#[CH:24].C([O-])(O)=O.[Na+]. (7) Given the product [NH2:1][C:2]1[N:3]=[C:4]([NH:23][CH2:22][CH2:21][N:20]([CH3:24])[CH3:19])[C:5]([C:13]#[N:14])=[C:6]([C:8]2[O:9][CH:10]=[CH:11][CH:12]=2)[N:7]=1, predict the reactants needed to synthesize it. The reactants are: [NH2:1][C:2]1[N:7]=[C:6]([C:8]2[O:9][CH:10]=[CH:11][CH:12]=2)[C:5]([C:13]#[N:14])=[C:4](S(C)(=O)=O)[N:3]=1.[CH3:19][N:20]([CH3:24])[CH2:21][CH2:22][NH2:23]. (8) Given the product [CH3:13][Si:12]([C:11]#[C:10][C:7]1[CH:8]=[CH:9][C:4]([NH2:1])=[N:5][CH:6]=1)([CH3:14])[CH3:15], predict the reactants needed to synthesize it. The reactants are: [N+:1]([C:4]1[CH:9]=[CH:8][C:7]([C:10]#[C:11][Si:12]([CH3:15])([CH3:14])[CH3:13])=[CH:6][N:5]=1)([O-])=O.O.[Cl-].[NH4+]. (9) Given the product [Cl:15][CH2:14][CH2:13][CH2:12][N:5]1[CH:6]=[N:7][C:8]2[C:4]1=[N:3][CH:2]=[N:1][C:9]=2[NH2:10], predict the reactants needed to synthesize it. The reactants are: [N:1]1[C:9]([NH2:10])=[C:8]2[C:4]([N:5]=[CH:6][NH:7]2)=[N:3][CH:2]=1.Br[CH2:12][CH2:13][CH2:14][Cl:15].C(=O)([O-])[O-].[K+].[K+].